Dataset: Full USPTO retrosynthesis dataset with 1.9M reactions from patents (1976-2016). Task: Predict the reactants needed to synthesize the given product. (1) Given the product [C:1]([O:5][C:6](=[O:27])[CH2:7][CH2:8][C:9]1[CH:14]=[CH:13][C:12]([C:15]2[CH:16]=[CH:17][C:18]([C:21]([OH:23])=[O:22])=[CH:19][CH:20]=2)=[C:11]([O:25][CH3:26])[CH:10]=1)([CH3:4])([CH3:3])[CH3:2], predict the reactants needed to synthesize it. The reactants are: [C:1]([O:5][C:6](=[O:27])[CH2:7][CH2:8][C:9]1[CH:14]=[CH:13][C:12]([C:15]2[CH:20]=[CH:19][C:18]([C:21]([O:23]C)=[O:22])=[CH:17][CH:16]=2)=[C:11]([O:25][CH3:26])[CH:10]=1)([CH3:4])([CH3:3])[CH3:2].C[Si](C)(C)[O-].[K+].Cl. (2) Given the product [Cl:24][C:21]1[CH:22]=[C:23]2[C:18]([CH:17]=[C:16]([C:2]3[CH:3]=[N:4][CH:5]=[CH:6][CH:7]=3)[NH:15]2)=[CH:19][CH:20]=1, predict the reactants needed to synthesize it. The reactants are: Br[C:2]1[CH:3]=[N:4][CH:5]=[CH:6][CH:7]=1.C([N:15]1[C:23]2[C:18](=[CH:19][CH:20]=[C:21]([Cl:24])[CH:22]=2)[CH:17]=[C:16]1B(O)O)(OC(C)(C)C)=O. (3) Given the product [C:4]1([S:5]([CH:8]=[C:32]([C:27]2[CH:26]=[C:25]([Cl:24])[CH:30]=[C:29]([Cl:31])[CH:28]=2)[C:33]([F:36])([F:35])[F:34])(=[O:6])=[O:7])[CH:42]=[CH:43][CH:38]=[CH:39][CH:40]=1, predict the reactants needed to synthesize it. The reactants are: [Cl-].[Mg+2].[Cl-].[CH3:4][S:5]([CH2:8]P(=O)(OCC)OCC)(=[O:7])=[O:6].C(N(CC)CC)C.[Cl:24][C:25]1[CH:26]=[C:27]([C:32](=O)[C:33]([F:36])([F:35])[F:34])[CH:28]=[C:29]([Cl:31])[CH:30]=1.[C:38]1(C)[CH:43]=[CH:42]C=[CH:40][CH:39]=1.